From a dataset of Reaction yield outcomes from USPTO patents with 853,638 reactions. Predict the reaction yield, written as a fraction of the theoretical maximum amount of product (1.0 means a 100% yield; for example, 0.34 means a 34% yield). (1) The yield is 0.590. The catalyst is CS(C)=O. The reactants are [H-].[Na+].[OH:3][C:4]1[CH:5]=[C:6]2[C:10](=[CH:11][CH:12]=1)[NH:9][CH:8]=[CH:7]2.Cl[C:14]1[N:19]=[CH:18][N:17]=[C:16]([NH2:20])[CH:15]=1. The product is [NH:9]1[C:10]2[C:6](=[CH:5][C:4]([O:3][C:14]3[N:19]=[CH:18][N:17]=[C:16]([NH2:20])[CH:15]=3)=[CH:12][CH:11]=2)[CH:7]=[CH:8]1. (2) The reactants are [CH3:1][C:2]1[C:7]([CH3:8])=[C:6]([CH3:9])[N:5]=[C:4](O)[N:3]=1.O=P(Cl)(Cl)[Cl:13].N(C1C=CC=CC=1)(CC)CC. No catalyst specified. The product is [Cl:13][C:4]1[N:3]=[C:2]([CH3:1])[C:7]([CH3:8])=[C:6]([CH3:9])[N:5]=1. The yield is 1.00. (3) The reactants are [NH2:1][C:2]1[CH:3]=[C:4]([CH:8]2[N:13]3[N:14]=[C:15]([C:19]4[CH:24]=[CH:23][C:22]([O:25][C:26]5[CH:31]=[CH:30][CH:29]=[CH:28][CH:27]=5)=[CH:21][CH:20]=4)[C:16]([C:17]#[N:18])=[C:12]3[NH:11][CH2:10][CH2:9]2)[CH:5]=[CH:6][CH:7]=1.[OH-:32].[Na+].OO. The catalyst is CS(C)=O.C(O)C. The product is [NH2:1][C:2]1[CH:3]=[C:4]([CH:8]2[N:13]3[N:14]=[C:15]([C:19]4[CH:24]=[CH:23][C:22]([O:25][C:26]5[CH:27]=[CH:28][CH:29]=[CH:30][CH:31]=5)=[CH:21][CH:20]=4)[C:16]([C:17]([NH2:18])=[O:32])=[C:12]3[NH:11][CH2:10][CH2:9]2)[CH:5]=[CH:6][CH:7]=1. The yield is 0.260.